Predict the reactants needed to synthesize the given product. From a dataset of Full USPTO retrosynthesis dataset with 1.9M reactions from patents (1976-2016). (1) Given the product [Cl:1][C:2]1[CH:11]=[C:10]2[C:5]([CH:6]=[CH:7][N:8]([C@H:13]3[C@@H:20]4[O:19][CH:18]([O:21][CH3:22])[O:17][C@@H:16]4[C@@H:15]([CH2:23][O:24][S:25]([C:28]4[CH:34]=[CH:33][C:31]([CH3:32])=[CH:30][CH:29]=4)(=[O:27])=[O:26])[O:14]3)[C:9]2=[O:12])=[CH:4][CH:3]=1, predict the reactants needed to synthesize it. The reactants are: [Cl:1][C:2]1[CH:11]=[C:10]2[C:5]([CH:6]=[CH:7][N:8]([C@H:13]3[C@H:20]4[C@H:16]([O:17][CH:18]([O:21][CH3:22])[O:19]4)[C@@H:15]([CH2:23][OH:24])[O:14]3)[C:9]2=[O:12])=[CH:4][CH:3]=1.[S:25](Cl)([C:28]1[CH:34]=[CH:33][C:31]([CH3:32])=[CH:30][CH:29]=1)(=[O:27])=[O:26]. (2) Given the product [CH2:50]([O:52][C:53]1[CH:58]=[CH:57][C:56]([C:59]2[CH:64]=[CH:63][CH:62]=[C:61]([NH:65][C:23]([C:18]3[C:19](=[O:22])[O:20][C:21]4[C:16]([CH:17]=3)=[CH:15][CH:14]=[CH:13][C:12]=4[O:11][CH3:10])=[O:25])[CH:60]=2)=[CH:55][C:54]=1[CH3:66])[CH3:51], predict the reactants needed to synthesize it. The reactants are: CCN(C(C)C)C(C)C.[CH3:10][O:11][C:12]1[CH:13]=[CH:14][CH:15]=[C:16]2[C:21]=1[O:20][C:19](=[O:22])[C:18]([C:23]([OH:25])=O)=[CH:17]2.CN(C(ON1N=NC2C=CC=NC1=2)=[N+](C)C)C.F[P-](F)(F)(F)(F)F.[CH2:50]([O:52][C:53]1[CH:58]=[CH:57][C:56]([C:59]2[CH:64]=[CH:63][CH:62]=[C:61]([NH2:65])[CH:60]=2)=[CH:55][C:54]=1[CH3:66])[CH3:51]. (3) The reactants are: [OH:1][CH2:2][CH2:3][CH:4]1[NH:9][CH2:8][CH:7]([C:10]([O:12][CH3:13])=[O:11])[CH2:6][CH2:5]1.[CH3:14][C:15]([O:18][C:19](O[C:19]([O:18][C:15]([CH3:17])([CH3:16])[CH3:14])=[O:20])=[O:20])([CH3:17])[CH3:16].C1COCC1. Given the product [OH:1][CH2:2][CH2:3][CH:4]1[N:9]([C:19]([O:18][C:15]([CH3:17])([CH3:16])[CH3:14])=[O:20])[CH2:8][CH:7]([C:10]([O:12][CH3:13])=[O:11])[CH2:6][CH2:5]1, predict the reactants needed to synthesize it. (4) Given the product [CH:25]([C:23]1[CH:22]=[CH:21][C:20]([C:2]2[CH:17]=[CH:16][CH:15]=[C:4]([CH2:5][N:6]([CH3:14])[C:7](=[O:13])[O:8][C:9]([CH3:12])([CH3:11])[CH3:10])[CH:3]=2)=[C:19]([CH3:18])[CH:24]=1)=[O:26], predict the reactants needed to synthesize it. The reactants are: Br[C:2]1[CH:3]=[C:4]([CH:15]=[CH:16][CH:17]=1)[CH2:5][N:6]([CH3:14])[C:7](=[O:13])[O:8][C:9]([CH3:12])([CH3:11])[CH3:10].[CH3:18][C:19]1[CH:24]=[C:23]([CH:25]=[O:26])[CH:22]=[CH:21][C:20]=1B(O)O. (5) Given the product [C:9]1(=[O:19])[C:17]2[C:12](=[CH:13][CH:14]=[CH:15][CH:16]=2)[CH2:11][C:10]1=[N:1][OH:2], predict the reactants needed to synthesize it. The reactants are: [N:1](OCCC(C)C)=[O:2].[C:9]1(=[O:19])[C:17]2[C:12](=[CH:13][CH:14]=[CH:15][CH:16]=2)[CH2:11][C:10]1=O.Cl.N([O-])=O. (6) Given the product [Cl:9][C:5]1[CH:4]=[C:3]2[C:2](=[CH:7][C:6]=1[F:8])[NH:1][C:24](=[O:25])[C:23]([C:22]1[NH:21][N:20]=[N:19][N:18]=1)=[C:10]2[C:12]1[CH:17]=[CH:16][CH:15]=[CH:14][CH:13]=1, predict the reactants needed to synthesize it. The reactants are: [NH2:1][C:2]1[CH:7]=[C:6]([F:8])[C:5]([Cl:9])=[CH:4][C:3]=1[C:10]([C:12]1[CH:17]=[CH:16][CH:15]=[CH:14][CH:13]=1)=O.[NH:18]1[C:22]([CH2:23][C:24](O)=[O:25])=[N:21][N:20]=[N:19]1. (7) Given the product [CH3:12][C:13]1[CH:18]=[C:17]([CH3:19])[CH:16]=[CH:15][C:14]=1[CH:20]([NH:21][C:22](=[O:42])[CH2:23][C:24]1[CH:25]=[CH:26][C:27]2[O:31][C:30]([C:32]([C:34]3[CH:39]=[CH:38][N+:37]([O-:9])=[CH:36][CH:35]=3)([OH:40])[CH3:33])=[CH:29][C:28]=2[CH:41]=1)[C:43]1[CH:48]=[CH:47][CH:46]=[CH:45][CH:44]=1, predict the reactants needed to synthesize it. The reactants are: C1C=C(Cl)C=C(C(OO)=[O:9])C=1.[CH3:12][C:13]1[CH:18]=[C:17]([CH3:19])[CH:16]=[CH:15][C:14]=1[CH:20]([C:43]1[CH:48]=[CH:47][CH:46]=[CH:45][CH:44]=1)[NH:21][C:22](=[O:42])[CH2:23][C:24]1[CH:25]=[CH:26][C:27]2[O:31][C:30]([C:32]([OH:40])([C:34]3[CH:39]=[CH:38][N:37]=[CH:36][CH:35]=3)[CH3:33])=[CH:29][C:28]=2[CH:41]=1.